Predict which catalyst facilitates the given reaction. From a dataset of Catalyst prediction with 721,799 reactions and 888 catalyst types from USPTO. (1) Reactant: [C:1]1([C:20]2[CH:25]=[CH:24][CH:23]=[CH:22][CH:21]=2)[CH:6]=[CH:5][C:4]([CH2:7][C@@H:8]([NH:12][C:13]([O:15][C:16]([CH3:19])([CH3:18])[CH3:17])=[O:14])[C:9]([OH:11])=O)=[CH:3][CH:2]=1.CCN(C(C)C)C(C)C.Cl.[CH3:36][O:37][C:38]1[CH:39]=[C:40]([C:46]2[C@@H:55]3[C@@H:50]([CH2:51][CH2:52][CH2:53][CH2:54]3)[C:49](=[O:56])[N:48]([CH:57]3[CH2:62][CH2:61][NH:60][CH2:59][CH2:58]3)[N:47]=2)[CH:41]=[CH:42][C:43]=1[O:44][CH3:45].CCOC(C(C#N)=NOC(N1CCOCC1)=[N+](C)C)=O.F[P-](F)(F)(F)(F)F.C(=O)(O)[O-].[Na+]. Product: [C:1]1([C:20]2[CH:25]=[CH:24][CH:23]=[CH:22][CH:21]=2)[CH:6]=[CH:5][C:4]([CH2:7][C@@H:8]([NH:12][C:13](=[O:14])[O:15][C:16]([CH3:17])([CH3:18])[CH3:19])[C:9]([N:60]2[CH2:61][CH2:62][CH:57]([N:48]3[N:47]=[C:46]([C:40]4[CH:41]=[CH:42][C:43]([O:44][CH3:45])=[C:38]([O:37][CH3:36])[CH:39]=4)[C@@H:55]4[C@@H:50]([CH2:51][CH2:52][CH2:53][CH2:54]4)[C:49]3=[O:56])[CH2:58][CH2:59]2)=[O:11])=[CH:3][CH:2]=1. The catalyst class is: 2. (2) Reactant: [Cl:1]N1C(=O)CCC1=O.[CH:9]([Si:12]([CH:25]([CH3:27])[CH3:26])([CH:22]([CH3:24])[CH3:23])[O:13][C:14]([C:16]1[N:21]=[CH:20][CH:19]=[CH:18][N:17]=1)=[CH2:15])([CH3:11])[CH3:10].CCOCC.[O-]S([O-])(=O)=O.[Mg+2]. Product: [Cl:1][CH:15]=[C:14]([C:16]1[N:17]=[CH:18][CH:19]=[CH:20][N:21]=1)[O:13][Si:12]([CH:9]([CH3:10])[CH3:11])([CH:22]([CH3:24])[CH3:23])[CH:25]([CH3:27])[CH3:26]. The catalyst class is: 134.